This data is from Kir2.1 potassium channel HTS with 301,493 compounds. The task is: Binary Classification. Given a drug SMILES string, predict its activity (active/inactive) in a high-throughput screening assay against a specified biological target. (1) The molecule is Clc1c(S(=O)(=O)N2CCC(CC2)C(=O)NCc2cccnc2)cc(Cl)cc1. The result is 0 (inactive). (2) The drug is S(=O)(=O)(N1CCC(CC1)C(=O)NCCN1C(CCCC1)C)c1c2nsnc2ccc1. The result is 0 (inactive). (3) The molecule is O=C(NC1CC(Cc2n(ncc12)c1ccc(OC)cc1)(C)C)CCN1CCCCC1=O. The result is 0 (inactive).